From a dataset of Reaction yield outcomes from USPTO patents with 853,638 reactions. Predict the reaction yield, written as a fraction of the theoretical maximum amount of product (1.0 means a 100% yield; for example, 0.34 means a 34% yield). (1) The product is [NH:8]1[CH2:13][CH2:12][CH:11]([CH2:14][O:15][C:16](=[O:21])[C:17]([CH3:19])([CH3:18])[CH3:20])[CH2:10][CH2:9]1. The catalyst is C(Cl)Cl. The yield is 0.330. The reactants are C(OC([N:8]1[CH2:13][CH2:12][CH:11]([CH2:14][O:15][C:16](=[O:21])[C:17]([CH3:20])([CH3:19])[CH3:18])[CH2:10][CH2:9]1)=O)(C)(C)C.C(O)(C(F)(F)F)=O. (2) The reactants are [CH2:1]1[C:10]2[CH:9]=[CH:8][CH:7]=[C:6]([CH:11]=[O:12])[C:5]=2[CH2:4][CH2:3][C:2]21[O:16][CH2:15][CH2:14][O:13]2.[BH4-].[Na+]. The catalyst is CCO. The product is [CH2:1]1[C:10]2[C:5](=[C:6]([CH2:11][OH:12])[CH:7]=[CH:8][CH:9]=2)[CH2:4][CH2:3][C:2]21[O:13][CH2:14][CH2:15][O:16]2. The yield is 0.920. (3) The reactants are Cl[C:2]1[CH:7]=[CH:6][N:5]=[CH:4][C:3]=1[I:8].[S:9]1[CH:13]=[CH:12][C:11]([CH2:14][CH2:15][OH:16])=[CH:10]1.O1CCCC1.CN(C)C=O.[H-].[Na+]. The catalyst is O. The product is [I:8][C:3]1[CH:4]=[N:5][CH:6]=[CH:7][C:2]=1[O:16][CH2:15][CH2:14][C:11]1[CH:12]=[CH:13][S:9][CH:10]=1. The yield is 0.810. (4) The reactants are [Cl:1][C:2]1[N:7]=[C:6]([NH2:8])[C:5]([NH2:9])=[CH:4][CH:3]=1.C(=O)([O-])[O-].[K+].[K+].Br[CH2:17][C:18]([O:20][CH2:21][CH3:22])=[O:19]. The catalyst is CN(C=O)C. The product is [NH2:8][C:6]1[C:5]([NH:9][CH2:17][C:18]([O:20][CH2:21][CH3:22])=[O:19])=[CH:4][CH:3]=[C:2]([Cl:1])[N:7]=1. The yield is 0.505. (5) The reactants are [CH3:1][O:2][C:3]1[CH:8]=[CH:7][C:6]([S:9]([N:12]2[CH2:17][CH2:16][N:15]([CH:18]([C:20]3[NH:29][C:28](=[O:30])[C:27]4[C:22](=[CH:23][CH:24]=[CH:25][CH:26]=4)[N:21]=3)[CH3:19])[CH2:14][CH2:13]2)(=[O:11])=[O:10])=[CH:5][CH:4]=1.C([O-])([O-])=O.[K+].[K+]. The catalyst is CN(C=O)C. The product is [CH2:26]([N:29]1[C:28](=[O:30])[C:27]2[C:22](=[CH:23][CH:24]=[CH:25][CH:26]=2)[N:21]=[C:20]1[CH:18]([N:15]1[CH2:14][CH2:13][N:12]([S:9]([C:6]2[CH:7]=[CH:8][C:3]([O:2][CH3:1])=[CH:4][CH:5]=2)(=[O:10])=[O:11])[CH2:17][CH2:16]1)[CH3:19])[CH:27]([CH3:28])[CH3:22]. The yield is 0.370.